From a dataset of Catalyst prediction with 721,799 reactions and 888 catalyst types from USPTO. Predict which catalyst facilitates the given reaction. (1) Reactant: [CH:1](=O)[C:2]1[CH:7]=[CH:6][CH:5]=[CH:4][CH:3]=1.[CH2:9](Br)[C:10]1[CH:15]=[CH:14][CH:13]=[CH:12][CH:11]=1.C1([SiH2]C2C=CC=CC=2)C=CC=CC=1.C(=O)([O-])OC(C)(C)C.[Na+]. Product: [C:2]1([CH:1]=[CH:9][C:10]2[CH:15]=[CH:14][CH:13]=[CH:12][CH:11]=2)[CH:7]=[CH:6][CH:5]=[CH:4][CH:3]=1. The catalyst class is: 11. (2) Reactant: [CH:1]([O:4][C:5]1[CH:10]=[CH:9][C:8]([C:11]([N:13]2[CH2:18][CH2:17][C:16]3([O:23][CH2:22][CH:21]([C:24]4[CH:29]=[CH:28][CH:27]=[CH:26][CH:25]=4)[NH:20][CH2:19]3)[CH2:15][CH2:14]2)=[O:12])=[CH:7][C:6]=1[O:30][CH3:31])([CH3:3])[CH3:2].C([O-])(O)=O.[Na+].FC(F)(F)S(O[CH2:43][CH:44]([F:46])[F:45])(=O)=O. Product: [F:45][CH:44]([F:46])[CH2:43][N:20]1[CH:21]([C:24]2[CH:29]=[CH:28][CH:27]=[CH:26][CH:25]=2)[CH2:22][O:23][C:16]2([CH2:15][CH2:14][N:13]([C:11]([C:8]3[CH:9]=[CH:10][C:5]([O:4][CH:1]([CH3:3])[CH3:2])=[C:6]([O:30][CH3:31])[CH:7]=3)=[O:12])[CH2:18][CH2:17]2)[CH2:19]1. The catalyst class is: 8. (3) Reactant: Cl[C:2]1[C:11]2[C:6](=[CH:7][C:8]([O:14][CH3:15])=[C:9]([O:12][CH3:13])[CH:10]=2)[N:5]=[CH:4][C:3]=1[F:16].[OH:17][C:18]1[CH:19]=[C:20]2[C:25](=[CH:26][CH:27]=1)[C:24]([C:28]([OH:30])=[O:29])=[CH:23][CH:22]=[CH:21]2.C(P(C(C)(C)C)C1C=CC=CC=1C1C(CCC)=CC(CCC)=CC=1CCC)(C)(C)C.P([O-])([O-])([O-])=O.[K+].[K+].[K+]. Product: [F:16][C:3]1[CH:4]=[N:5][C:6]2[C:11]([C:2]=1[O:17][C:18]1[CH:19]=[C:20]3[C:25](=[CH:26][CH:27]=1)[C:24]([C:28]([OH:30])=[O:29])=[CH:23][CH:22]=[CH:21]3)=[CH:10][C:9]([O:12][CH3:13])=[C:8]([O:14][CH3:15])[CH:7]=2. The catalyst class is: 826.